Dataset: Full USPTO retrosynthesis dataset with 1.9M reactions from patents (1976-2016). Task: Predict the reactants needed to synthesize the given product. (1) The reactants are: [H-].[Na+].[OH:3][C:4]1[CH:5]=[N:6][CH:7]=[CH:8][CH:9]=1.Cl[C:11]1[CH:16]=[C:15]([N+:17]([O-:19])=[O:18])[CH:14]=[CH:13][N+:12]=1[O-:20].O. Given the product [N+:17]([C:15]1[CH:14]=[CH:13][N+:12]([O-:20])=[C:11]([O:3][C:4]2[CH:5]=[N:6][CH:7]=[CH:8][CH:9]=2)[CH:16]=1)([O-:19])=[O:18], predict the reactants needed to synthesize it. (2) Given the product [NH2:22][C:16]1[CH:17]=[C:18]2[C:13](=[CH:14][CH:15]=1)[N:12]([CH:25]([CH3:27])[CH3:26])[C:11]1[CH:10]=[C:9]([C:7]([N:6]=[C:5]([NH2:4])[NH2:28])=[O:8])[CH:21]=[CH:20][C:19]2=1, predict the reactants needed to synthesize it. The reactants are: C(O)C.[NH2:4][C:5]([NH2:28])=[N:6][C:7]([C:9]1[CH:21]=[CH:20][C:19]2[C:18]3[C:13](=[CH:14][CH:15]=[C:16]([N+:22]([O-])=O)[CH:17]=3)[N:12]([CH:25]([CH3:27])[CH3:26])[C:11]=2[CH:10]=1)=[O:8]. (3) Given the product [Cl:1][C:2]1[CH:10]=[C:9]([NH:11][CH:12]([CH3:14])[CH3:13])[C:5]([C:6]([NH:15][CH2:16][C@@H:17]([F:22])[C:18]([OH:20])([CH3:21])[CH3:19])=[O:8])=[CH:4][N:3]=1, predict the reactants needed to synthesize it. The reactants are: [Cl:1][C:2]1[CH:10]=[C:9]([NH:11][CH:12]([CH3:14])[CH3:13])[C:5]([C:6]([OH:8])=O)=[CH:4][N:3]=1.[NH2:15][CH2:16][C@@H:17]([F:22])[C:18]([CH3:21])([OH:20])[CH3:19].CN(C(ON1N=NC2C=CC=NC1=2)=[N+](C)C)C.F[P-](F)(F)(F)(F)F.CCN(C(C)C)C(C)C. (4) Given the product [CH3:7][NH:10][C:11](=[O:12])[C:39]1[CH:35]=[CH:34][CH:33]=[C:32]([O:31][C:28]2[CH:27]=[CH:26][C:25]([NH:24][C:11]([NH:10][C:7]3[CH:6]=[CH:5][C:4]([O:3][C:2]([F:13])([F:14])[F:1])=[CH:9][CH:8]=3)=[O:12])=[CH:30][CH:29]=2)[CH:40]=1, predict the reactants needed to synthesize it. The reactants are: [F:1][C:2]([F:14])([F:13])[O:3][C:4]1[CH:9]=[CH:8][C:7]([N:10]=[C:11]=[O:12])=[CH:6][CH:5]=1.ClC1C=CC(NC(=O)[NH:24][C@H:25]2[CH2:30][CH2:29][C@H:28]([O:31][C:32]3[CH:40]=[CH:39][C:35](C(O)=O)=[CH:34][CH:33]=3)[CH2:27][CH2:26]2)=CC=1C(F)(F)F. (5) Given the product [F:20][C:21]([F:34])([F:35])[C:22]1[CH:23]=[C:24]([NH:32][NH:33][C:10](=[O:12])[CH:9]([C:4]2[CH:5]=[CH:6][CH:7]=[CH:8][C:3]=2[CH3:2])[N:13]2[CH2:18][CH2:17][N:16]([CH3:19])[CH2:15][CH2:14]2)[CH:25]=[C:26]([C:28]([F:31])([F:29])[F:30])[CH:27]=1, predict the reactants needed to synthesize it. The reactants are: Cl.[CH3:2][C:3]1[CH:8]=[CH:7][CH:6]=[CH:5][C:4]=1[CH:9]([N:13]1[CH2:18][CH2:17][N:16]([CH3:19])[CH2:15][CH2:14]1)[C:10]([OH:12])=O.[F:20][C:21]([F:35])([F:34])[C:22]1[CH:23]=[C:24]([NH:32][NH2:33])[CH:25]=[C:26]([C:28]([F:31])([F:30])[F:29])[CH:27]=1.CN1CCOCC1.F[P-](F)(F)(F)(F)F.N1(O[P+](N(C)C)(N(C)C)N(C)C)C2C=CC=CC=2N=N1. (6) Given the product [Cl:1][C:2]1[CH:3]=[C:4]([C@H:8]([NH:10][C@H:11]2[CH2:15][CH2:14][C@@H:13]([C:16]3[CH:21]=[CH:20][C:19]([NH:24][CH2:25][CH2:26][S:27]([NH2:30])(=[O:29])=[O:28])=[N:18][CH:17]=3)[CH2:12]2)[CH3:9])[CH:5]=[CH:6][CH:7]=1, predict the reactants needed to synthesize it. The reactants are: [Cl:1][C:2]1[CH:3]=[C:4]([C@H:8]([NH:10][C@H:11]2[CH2:15][CH2:14][C@@H:13]([C:16]3[CH:17]=[N:18][C:19](F)=[CH:20][CH:21]=3)[CH2:12]2)[CH3:9])[CH:5]=[CH:6][CH:7]=1.Cl.[NH2:24][CH2:25][CH2:26][S:27]([NH2:30])(=[O:29])=[O:28].